From a dataset of Catalyst prediction with 721,799 reactions and 888 catalyst types from USPTO. Predict which catalyst facilitates the given reaction. (1) Reactant: Br[C:2]1[C:3]([C:14]2[S:15][CH:16]=[C:17]([CH:19]3[CH2:21][CH2:20]3)[N:18]=2)=[CH:4][C:5]([NH:8][C:9]([NH:11][CH2:12][CH3:13])=[O:10])=[N:6][CH:7]=1.CC1(C)C(C)(C)[O:26][B:25](B2OC(C)(C)C(C)(C)O2)[O:24]1.C(N(CC)CC)C.C([O-])(=O)C.[K+]. Product: [CH:19]1([C:17]2[N:18]=[C:14]([C:3]3[CH:4]=[C:5]([NH:8][C:9]([NH:11][CH2:12][CH3:13])=[O:10])[N:6]=[CH:7][C:2]=3[B:25]([OH:26])[OH:24])[S:15][CH:16]=2)[CH2:21][CH2:20]1. The catalyst class is: 184. (2) Reactant: [Cl:1][C:2]1[CH:3]=[CH:4][C:5]([O:41][CH3:42])=[C:6]([C@@:8]2([F:40])[C:16]3[C:11](=[CH:12][C:13]([C:17]([F:20])([F:19])[F:18])=[CH:14][CH:15]=3)[N:10]([C:21]([O:23][CH2:24][C:25]([O:27]CC(OCC3C=CC=CC=3)=O)=[O:26])=[O:22])[C:9]2=[O:39])[CH:7]=1. Product: [Cl:1][C:2]1[CH:3]=[CH:4][C:5]([O:41][CH3:42])=[C:6]([C@@:8]2([F:40])[C:16]3[C:11](=[CH:12][C:13]([C:17]([F:19])([F:18])[F:20])=[CH:14][CH:15]=3)[N:10]([C:21]([O:23][CH2:24][C:25]([OH:27])=[O:26])=[O:22])[C:9]2=[O:39])[CH:7]=1. The catalyst class is: 19. (3) Reactant: C([O:3][C:4](=[O:26])[C:5]([O:15][C:16]1[CH:21]=[CH:20][CH:19]=[C:18]([C:22]([CH3:25])([CH3:24])[CH3:23])[CH:17]=1)([CH3:14])[CH2:6][C:7]1[CH:12]=[CH:11][C:10](O)=[CH:9][CH:8]=1)C.[CH3:27][C:28]1[O:32][C:31]([C:33]2[CH:38]=[CH:37][C:36]([C:39]3[S:40][CH:41]=[CH:42][CH:43]=3)=[CH:35][CH:34]=2)=[N:30][C:29]=1[CH2:44][CH2:45][O:46]S(C1C(C)=CC=CC=1)(=O)=O.C([O-])([O-])=O.[K+].[K+].[OH-].[Na+]. Product: [C:22]([C:18]1[CH:17]=[C:16]([CH:21]=[CH:20][CH:19]=1)[O:15][C:5]([CH3:14])([CH2:6][C:7]1[CH:8]=[CH:9][C:10]([O:46][CH2:45][CH2:44][C:29]2[N:30]=[C:31]([C:33]3[CH:34]=[CH:35][C:36]([C:39]4[S:40][CH:41]=[CH:42][CH:43]=4)=[CH:37][CH:38]=3)[O:32][C:28]=2[CH3:27])=[CH:11][CH:12]=1)[C:4]([OH:26])=[O:3])([CH3:25])([CH3:23])[CH3:24]. The catalyst class is: 8. (4) Reactant: [Cl-].[Al+3].[Cl-].[Cl-].[Cl:5][C:6]([Cl:11])([Cl:10])[C:7](Cl)=[O:8].[CH3:12][O:13][C:14]1[CH:22]=[CH:21][C:17]2[CH:18]=[CH:19][S:20][C:16]=2[CH:15]=1. Product: [Cl:5][C:6]([Cl:11])([Cl:10])[C:7]([C:18]1[C:17]2[CH:21]=[CH:22][C:14]([O:13][CH3:12])=[CH:15][C:16]=2[S:20][CH:19]=1)=[O:8]. The catalyst class is: 4. (5) Reactant: [CH2:1]([O:3][CH:4]([O:20][CH2:21][CH3:22])[C:5]1[NH:10][C:9]([S:11][CH2:12][C:13]2[CH:18]=[CH:17][CH:16]=[CH:15][CH:14]=2)=[N:8][C:7](=O)[CH:6]=1)[CH3:2].CN(C)C=O.P(Cl)(Cl)([Cl:30])=O.C(=O)([O-])[O-].[Na+].[Na+]. Product: [CH2:1]([O:3][CH:4]([O:20][CH2:21][CH3:22])[C:5]1[CH:6]=[C:7]([Cl:30])[N:8]=[C:9]([S:11][CH2:12][C:13]2[CH:18]=[CH:17][CH:16]=[CH:15][CH:14]=2)[N:10]=1)[CH3:2]. The catalyst class is: 11. (6) Reactant: C[O:2][C:3]([C:5]1[CH:6]=[C:7]2[C:11](=[CH:12][CH:13]=1)[N:10]([CH2:14][C:15]1[CH:20]=[C:19]([O:21][C:22]([F:25])([F:24])[F:23])[CH:18]=[CH:17][C:16]=1[O:26][CH2:27][CH:28]([CH3:30])[CH3:29])[N:9]=[CH:8]2)=[O:4].[OH-].[Na+]. Product: [CH2:27]([O:26][C:16]1[CH:17]=[CH:18][C:19]([O:21][C:22]([F:24])([F:25])[F:23])=[CH:20][C:15]=1[CH2:14][N:10]1[C:11]2[C:7](=[CH:6][C:5]([C:3]([OH:4])=[O:2])=[CH:13][CH:12]=2)[CH:8]=[N:9]1)[CH:28]([CH3:30])[CH3:29]. The catalyst class is: 12.